From a dataset of Full USPTO retrosynthesis dataset with 1.9M reactions from patents (1976-2016). Predict the reactants needed to synthesize the given product. (1) Given the product [CH2:19]([O:23][C:2]1[N:18]=[CH:17][CH:16]=[CH:15][C:3]=1[C:4]([NH:6][CH2:7][CH2:8][C:9]1[CH:14]=[CH:13][CH:12]=[CH:11][CH:10]=1)=[O:5])[CH2:20][CH2:21][CH3:22], predict the reactants needed to synthesize it. The reactants are: F[C:2]1[N:18]=[CH:17][CH:16]=[CH:15][C:3]=1[C:4]([NH:6][CH2:7][CH2:8][C:9]1[CH:14]=[CH:13][CH:12]=[CH:11][CH:10]=1)=[O:5].[CH2:19]([OH:23])[CH2:20][CH2:21][CH3:22].C[Si]([N-][Si](C)(C)C)(C)C.[K+]. (2) Given the product [C:18]([C:2]1[C:7]([N+:8]([O-:10])=[O:9])=[CH:6][C:5]([S:11]([N:14]([CH3:16])[CH3:15])(=[O:13])=[O:12])=[C:4]([CH3:17])[CH:3]=1)#[N:19], predict the reactants needed to synthesize it. The reactants are: Br[C:2]1[C:7]([N+:8]([O-:10])=[O:9])=[CH:6][C:5]([S:11]([N:14]([CH3:16])[CH3:15])(=[O:13])=[O:12])=[C:4]([CH3:17])[CH:3]=1.[C:18]([Cu])#[N:19].